Predict the reactants needed to synthesize the given product. From a dataset of Full USPTO retrosynthesis dataset with 1.9M reactions from patents (1976-2016). (1) Given the product [CH3:19][N:20]1[CH2:25][CH2:24][N:23]([C:2]2[N:7]=[CH:6][C:5]([C:8]([O:10][CH3:11])=[O:9])=[CH:4][N:3]=2)[CH2:22][CH2:21]1, predict the reactants needed to synthesize it. The reactants are: Cl[C:2]1[N:7]=[CH:6][C:5]([C:8]([O:10][CH3:11])=[O:9])=[CH:4][N:3]=1.C(N(CC)CC)C.[CH3:19][N:20]1[CH2:25][CH2:24][NH:23][CH2:22][CH2:21]1. (2) Given the product [CH3:24][N:23]([CH3:25])[C@H:20]1[CH2:21][CH2:22][C@H:17]([N:13]([CH2:14][CH2:15][CH3:16])[C:4]2[C:5]([CH3:12])=[C:6]([C:7]([O:9][CH3:10])=[O:8])[CH:11]=[C:2]([C:34]3[CH:35]=[CH:36][C:31]([O:30][CH2:29][CH2:28][O:27][CH3:26])=[CH:32][CH:33]=3)[CH:3]=2)[CH2:18][CH2:19]1, predict the reactants needed to synthesize it. The reactants are: Br[C:2]1[CH:3]=[C:4]([N:13]([C@H:17]2[CH2:22][CH2:21][C@H:20]([N:23]([CH3:25])[CH3:24])[CH2:19][CH2:18]2)[CH2:14][CH2:15][CH3:16])[C:5]([CH3:12])=[C:6]([CH:11]=1)[C:7]([O:9][CH3:10])=[O:8].[CH3:26][O:27][CH2:28][CH2:29][O:30][C:31]1[CH:36]=[CH:35][C:34](B2OC(C)(C)C(C)(C)O2)=[CH:33][CH:32]=1.C([O-])([O-])=O.[Na+].[Na+]. (3) Given the product [F:22][C:19]1[CH:18]=[CH:17][C:16]([CH2:15][O:14][C:11]2[CH:12]=[CH:13][N:8]([C:5]3[CH:6]=[CH:7][C:2]4[N:31]=[C:28]([C:27]([Cl:26])([Cl:32])[Cl:33])[N:24]([CH3:25])[C:3]=4[CH:4]=3)[C:9](=[O:23])[CH:10]=2)=[CH:21][CH:20]=1, predict the reactants needed to synthesize it. The reactants are: N[C:2]1[CH:7]=[CH:6][C:5]([N:8]2[CH:13]=[CH:12][C:11]([O:14][CH2:15][C:16]3[CH:21]=[CH:20][C:19]([F:22])=[CH:18][CH:17]=3)=[CH:10][C:9]2=[O:23])=[CH:4][C:3]=1[NH:24][CH3:25].[Cl:26][C:27]([Cl:33])([Cl:32])[C:28](=[NH:31])OC.O. (4) Given the product [CH2:44]([O:51][C:52]([C@@:54]1([CH:75]([CH3:77])[CH3:76])[CH2:58][CH2:57][CH:56]([N:59]2[CH2:60][CH2:61][CH:62]([C:65]3[CH:66]=[C:67]([CH:72]=[CH:73][CH:74]=3)[C:68]([O:70][CH3:71])=[O:69])[CH2:63][CH2:64]2)[CH2:55]1)=[O:53])[C:45]1[CH:46]=[CH:47][CH:48]=[CH:49][CH:50]=1.[CH:75]([C@:54]1([C:52]([OH:53])=[O:51])[CH2:58][CH2:57][CH:56]([N:59]2[CH2:64][CH2:63][CH:62]([C:65]3[CH:74]=[CH:73][CH:72]=[C:67]([C:68]([O:70][CH3:71])=[O:69])[CH:66]=3)[CH2:61][CH2:60]2)[CH2:55]1)([CH3:77])[CH3:76], predict the reactants needed to synthesize it. The reactants are: C([C@]1(C(OCC2C=CC=CC=2)=O)CCC(=O)C1)(C)C.C(OC(C1C=C(C2CCN(C(OC(C)(C)C)=O)CC=2)C=CC=1)=O)C.[CH2:44]([O:51][C:52]([C@@:54]1([CH:75]([CH3:77])[CH3:76])[CH2:58][CH2:57][CH:56]([N:59]2[CH2:64][CH2:63][CH:62]([C:65]3[CH:66]=[C:67]([CH:72]=[CH:73][CH:74]=3)[C:68]([O:70][CH3:71])=[O:69])[CH2:61][CH2:60]2)[CH2:55]1)=[O:53])[C:45]1[CH:50]=[CH:49][CH:48]=[CH:47][CH:46]=1. (5) Given the product [Cl:22][C:5]1[C:6]([NH:8][C:9]2[CH:14]=[CH:13][C:12]([O:15][CH3:16])=[CH:11][C:10]=2[NH:17][S:18]([CH3:21])(=[O:20])=[O:19])=[N:7][C:2]([NH:27][C:26]2[CH:28]=[CH:29][C:30]([F:32])=[CH:31][C:25]=2[O:24][CH3:23])=[N:3][CH:4]=1, predict the reactants needed to synthesize it. The reactants are: Cl[C:2]1[N:7]=[C:6]([NH:8][C:9]2[CH:14]=[CH:13][C:12]([O:15][CH3:16])=[CH:11][C:10]=2[NH:17][S:18]([CH3:21])(=[O:20])=[O:19])[C:5]([Cl:22])=[CH:4][N:3]=1.[CH3:23][O:24][C:25]1[CH:31]=[C:30]([F:32])[CH:29]=[CH:28][C:26]=1[NH2:27].